The task is: Predict the reactants needed to synthesize the given product.. This data is from Full USPTO retrosynthesis dataset with 1.9M reactions from patents (1976-2016). (1) Given the product [C:7]([C:6]1[CH:9]=[C:10]([C:23]2[N:27]=[C:26]([C:28]3[C:29]([CH2:42][CH3:43])=[C:30]([CH2:34][CH2:35][CH2:36][C:37]([O:39][CH2:40][CH3:41])=[O:38])[CH:31]=[CH:32][CH:33]=3)[S:25][N:24]=2)[CH:11]=[CH:12][C:5]=1[O:4][CH:2]([CH3:1])[CH3:3])#[N:8], predict the reactants needed to synthesize it. The reactants are: [CH3:1][CH:2]([O:4][C:5]1[CH:12]=[CH:11][C:10](B2OC(C)(C)C(C)(C)O2)=[CH:9][C:6]=1[C:7]#[N:8])[CH3:3].Br[C:23]1[N:27]=[C:26]([C:28]2[C:29]([CH2:42][CH3:43])=[C:30]([CH2:34][CH2:35][CH2:36][C:37]([O:39][CH2:40][CH3:41])=[O:38])[CH:31]=[CH:32][CH:33]=2)[S:25][N:24]=1.P([O-])([O-])([O-])=O.[K+].[K+].[K+]. (2) Given the product [CH:11]1([C:2]2[CH:3]=[CH:4][C:5]([CH3:9])=[C:6]([CH:8]=2)[NH2:7])[CH2:13][CH2:12]1, predict the reactants needed to synthesize it. The reactants are: Br[C:2]1[CH:3]=[CH:4][C:5]([CH3:9])=[C:6]([CH:8]=1)[NH2:7].O.[CH:11]1(B(O)O)[CH2:13][CH2:12]1.C1(P(C2CCCCC2)C2CCCCC2)CCCCC1.O.P([O-])([O-])([O-])=O.[K+].[K+].[K+]. (3) Given the product [Br:33][C:34]1[CH:41]=[CH:40][C:37]([CH2:38][CH2:13][CH2:12][CH2:11][CH2:10][CH2:9][CH2:8][CH2:7][CH2:6][CH2:5][C:2]([OH:4])=[O:3])=[CH:36][CH:35]=1, predict the reactants needed to synthesize it. The reactants are: [Br-].[C:2]([CH2:5][CH2:6][CH2:7][CH2:8][CH2:9][CH2:10][CH2:11][CH2:12][CH2:13][P+](C1C=CC=CC=1)(C1C=CC=CC=1)C1C=CC=CC=1)([OH:4])=[O:3].[Br:33][C:34]1[CH:41]=[CH:40][C:37]([CH:38]=O)=[CH:36][CH:35]=1. (4) Given the product [Cl:1][C:2]1[CH:3]=[CH:4][C:5]([O:10][CH2:15][CH:16]2[CH2:20][CH2:19][CH2:18][CH2:17]2)=[C:6]([CH:9]=1)[CH:7]=[O:8], predict the reactants needed to synthesize it. The reactants are: [Cl:1][C:2]1[CH:9]=[C:6]([CH:7]=[O:8])[C:5]([OH:10])=[CH:4][CH:3]=1.S(C1C=CC(C)=CC=1)(O[CH2:15][CH:16]1[CH2:20][CH2:19][CH2:18][CH2:17]1)(=O)=O.C([O-])([O-])=O.[K+].[K+].CCOC(C)=O.